From a dataset of Reaction yield outcomes from USPTO patents with 853,638 reactions. Predict the reaction yield, written as a fraction of the theoretical maximum amount of product (1.0 means a 100% yield; for example, 0.34 means a 34% yield). (1) The catalyst is CN(C)C=O.O.CC#N. The yield is 0.280. The product is [C:1]([C:3]1[C:4]([F:24])=[C:5]([CH2:9][C:10]2[N:11]=[C:12]3[S:19][C:18]([CH3:20])=[C:17]([C:21]([NH:28][CH2:27][C:26]([F:30])([F:29])[F:25])=[O:23])[N:13]3[C:14](=[O:16])[CH:15]=2)[CH:6]=[CH:7][CH:8]=1)#[N:2]. The reactants are [C:1]([C:3]1[C:4]([F:24])=[C:5]([CH2:9][C:10]2[N:11]=[C:12]3[S:19][C:18]([CH3:20])=[C:17]([C:21]([OH:23])=O)[N:13]3[C:14](=[O:16])[CH:15]=2)[CH:6]=[CH:7][CH:8]=1)#[N:2].[F:25][C:26]([F:30])([F:29])[CH2:27][NH2:28].ON1C2C=CC=CC=2N=N1.C(N(CC)C(C)C)(C)C.C(N1C=CN=C1)(N1C=CN=C1)=S. (2) The reactants are [Cl:1][C:2]1[CH:3]=[C:4]([C:8]2[CH:9]=[CH:10][C:11]([F:27])=[C:12]([C@:14]3([CH3:26])[C:20]([F:22])([F:21])[C:19]([CH3:24])([CH3:23])[O:18][CH2:17][C:16](=O)[NH:15]3)[CH:13]=2)[CH:5]=[N:6][CH:7]=1.COC1C=CC(P2(SP(C3C=CC(OC)=CC=3)(=S)S2)=[S:37])=CC=1. The catalyst is O1CCOCC1. The product is [Cl:1][C:2]1[CH:3]=[C:4]([C:8]2[CH:9]=[CH:10][C:11]([F:27])=[C:12]([C@:14]3([CH3:26])[C:20]([F:22])([F:21])[C:19]([CH3:24])([CH3:23])[O:18][CH2:17][C:16](=[S:37])[NH:15]3)[CH:13]=2)[CH:5]=[N:6][CH:7]=1. The yield is 0.860.